Dataset: Reaction yield outcomes from USPTO patents with 853,638 reactions. Task: Predict the reaction yield, written as a fraction of the theoretical maximum amount of product (1.0 means a 100% yield; for example, 0.34 means a 34% yield). The reactants are Cl([O-])(=O)(=O)=O.[Li+].[O:7]1[C:9]([CH3:11])([CH3:10])[CH2:8]1.[NH:12]1[CH2:15][CH:14]([C:16]2[CH:17]=[CH:18][C:19]3[O:28][CH2:27][CH2:26][C:25]4[S:24][C:23]([C:29]5[N:30]([CH:34]([CH3:36])[CH3:35])[N:31]=[CH:32][N:33]=5)=[N:22][C:21]=4[C:20]=3[CH:37]=2)[CH2:13]1. The catalyst is C1COCC1. The product is [CH:34]([N:30]1[C:29]([C:23]2[S:24][C:25]3[CH2:26][CH2:27][O:28][C:19]4[CH:18]=[CH:17][C:16]([CH:14]5[CH2:13][N:12]([CH2:8][C:9]([CH3:11])([OH:7])[CH3:10])[CH2:15]5)=[CH:37][C:20]=4[C:21]=3[N:22]=2)=[N:33][CH:32]=[N:31]1)([CH3:36])[CH3:35]. The yield is 0.970.